From a dataset of Forward reaction prediction with 1.9M reactions from USPTO patents (1976-2016). Predict the product of the given reaction. Given the reactants [CH3:1][N:2]1[C@@H:12]2[CH2:13][C:14]3[CH:19]=[CH:18][C:17]([O:20]C)=[C:16]4[O:22][C@H:6]5[C:7]([CH2:9][CH2:10][C@:11]2([OH:23])[C@:5]5([C:15]=34)[CH2:4][CH2:3]1)=[O:8].C1C=C(Cl)C=C(C(OO)=O)C=1, predict the reaction product. The product is: [CH3:1][N:2]1[C@H:12]2[CH2:13][C:14]3[CH:19]=[CH:18][C:17]([OH:20])=[C:16]4[O:22][C@H:6]5[C:7]([CH:9]=[CH:10][C@:11]2([OH:23])[C@:5]5([C:15]=34)[CH2:4][CH2:3]1)=[O:8].